This data is from Reaction yield outcomes from USPTO patents with 853,638 reactions. The task is: Predict the reaction yield, written as a fraction of the theoretical maximum amount of product (1.0 means a 100% yield; for example, 0.34 means a 34% yield). (1) The catalyst is CC(C)=O. The reactants are [Cl:1][C:2]1[CH:7]=[CH:6][CH:5]=[CH:4][C:3]=1[CH:8]([N:12]1[CH2:17][CH2:16][C:15]2[S:18][CH:19]=[CH:20][C:14]=2[CH2:13]1)[C:9]([NH2:11])=[O:10].ClC1C=CC=CC=1C(N1CCC2SC=CC=2C1)C#N.[S:40](=[O:44])(=[O:43])([OH:42])[OH:41].C(OCC)C. The yield is 0.760. The product is [S:40]([OH:44])([OH:43])(=[O:42])=[O:41].[Cl:1][C:2]1[CH:7]=[CH:6][CH:5]=[CH:4][C:3]=1[CH:8]([N:12]1[CH2:17][CH2:16][C:15]2[S:18][CH:19]=[CH:20][C:14]=2[CH2:13]1)[C:9]([NH2:11])=[O:10]. (2) The reactants are [NH2:1][C:2]1[CH:7]=[CH:6][C:5]([C:8]2[CH:9]=[CH:10][C:11]3[O:17][CH2:16][CH2:15][N:14](C(OC(C)(C)C)=O)[CH2:13][C:12]=3[CH:25]=2)=[CH:4][C:3]=1[N+:26]([O-:28])=[O:27].CO.[ClH:31]. The catalyst is O1CCOCC1.C(OCC)C. The product is [ClH:31].[N+:26]([C:3]1[CH:4]=[C:5]([C:8]2[CH:9]=[CH:10][C:11]3[O:17][CH2:16][CH2:15][NH:14][CH2:13][C:12]=3[CH:25]=2)[CH:6]=[CH:7][C:2]=1[NH2:1])([O-:28])=[O:27]. The yield is 0.720. (3) The reactants are [CH3:1][O:2][C:3]1[CH:4]=[C:5]2[C:10](=[CH:11][C:12]=1[O:13][CH3:14])[N:9]=[CH:8][N:7]=[C:6]2[O:15][C:16]1[CH:22]=[CH:21][C:19]([NH2:20])=[CH:18][CH:17]=1.ClC(Cl)(O[C:27](=[O:33])OC(Cl)(Cl)Cl)Cl.[CH2:35]([NH2:40])[CH2:36][CH2:37][CH2:38][CH3:39].CO. The catalyst is C(Cl)(Cl)Cl.C(N(CC)CC)C. The product is [CH3:1][O:2][C:3]1[CH:4]=[C:5]2[C:10](=[CH:11][C:12]=1[O:13][CH3:14])[N:9]=[CH:8][N:7]=[C:6]2[O:15][C:16]1[CH:22]=[CH:21][C:19]([NH:20][C:27]([NH:40][CH2:35][CH2:36][CH2:37][CH2:38][CH3:39])=[O:33])=[CH:18][CH:17]=1. The yield is 0.300. (4) The reactants are C([O:8][C:9]([C@H:11]1[CH2:15][CH2:14][CH2:13][N:12]1[C:16](=[O:42])[CH2:17][CH2:18][N:19]([CH2:23][CH2:24][C:25]([N:27]1[CH2:31][CH2:30][CH2:29][C@@H:28]1[C:32]([O:34]CC1C=CC=CC=1)=[O:33])=[O:26])[CH2:20][CH2:21][CH3:22])=[O:10])C1C=CC=CC=1.[H][H]. The catalyst is C(O)C.[Pd]. The product is [C:32]([C@H:28]1[CH2:29][CH2:30][CH2:31][N:27]1[C:25](=[O:26])[CH2:24][CH2:23][N:19]([CH2:20][CH2:21][CH3:22])[CH2:18][CH2:17][C:16]([N:12]1[CH2:13][CH2:14][CH2:15][C@@H:11]1[C:9]([OH:10])=[O:8])=[O:42])([OH:34])=[O:33]. The yield is 1.00. (5) The reactants are O(C)[Na].[CH3:4][O:5][CH:6]([C:11]([O:13]C)=O)[C:7]([O:9]C)=O.[NH2:15][C:16]([NH2:18])=[O:17]. The catalyst is CCO. The product is [OH:13][C:11]1[NH:18][C:16](=[O:17])[NH:15][C:7](=[O:9])[C:6]=1[O:5][CH3:4]. The yield is 0.990. (6) The reactants are [F:1][C:2]1[CH:7]=[CH:6][C:5]([C:8]2[S:9][C:10]3[N:11]=[C:12]([NH2:19])[N:13]=[C:14](SC)[C:15]=3[N:16]=2)=[CH:4][CH:3]=1.Cl.[CH3:21][O:22][CH2:23][CH2:24][OH:25]. No catalyst specified. The product is [F:1][C:2]1[CH:7]=[CH:6][C:5]([C:8]2[S:9][C:10]3[N:11]=[C:12]([NH2:19])[N:13]=[C:14]([O:25][CH2:24][CH2:23][O:22][CH3:21])[C:15]=3[N:16]=2)=[CH:4][CH:3]=1. The yield is 0.800. (7) The yield is 0.220. The product is [Cl:1][C:2]1[N:7]=[C:6]([Cl:8])[C:5]([NH:9][CH:13]2[CH2:14][CH2:15][O:10][CH2:11][CH2:12]2)=[CH:4][N:3]=1. The reactants are [Cl:1][C:2]1[N:7]=[C:6]([Cl:8])[C:5]([NH2:9])=[CH:4][N:3]=1.[O:10]1[CH2:15][CH2:14][C:13](=O)[CH2:12][CH2:11]1.C([BH3-])#N.[Na+]. The catalyst is ClCCl.O.[Ti](Cl)(Cl)(Cl)Cl. (8) The reactants are [NH2:1][C:2]1[S:6][N:5]=[C:4]([C:7]2[CH:12]=[CH:11][C:10]([NH2:13])=[CH:9][CH:8]=2)[C:3]=1[C:14]([NH2:16])=[O:15].C(N(CC)C(C)C)(C)C.[F:26][C:27]1[CH:32]=[CH:31][C:30]([CH3:33])=[CH:29][C:28]=1[N:34]=[C:35]=[O:36]. The catalyst is O1CCOCC1. The product is [NH2:1][C:2]1[S:6][N:5]=[C:4]([C:7]2[CH:8]=[CH:9][C:10]([NH:13][C:35]([NH:34][C:28]3[CH:29]=[C:30]([CH3:33])[CH:31]=[CH:32][C:27]=3[F:26])=[O:36])=[CH:11][CH:12]=2)[C:3]=1[C:14]([NH2:16])=[O:15]. The yield is 0.880. (9) The reactants are CCCC[N+](CCCC)(CCCC)CCCC.[F-].C[Si]([C:23]#[C:24][C:25]1[CH:30]=[CH:29][CH:28]=[CH:27][C:26]=1[CH:31]([CH3:36])[C:32]([O:34][CH3:35])=[O:33])(C)C. The catalyst is C1COCC1. The product is [C:24]([C:25]1[CH:30]=[CH:29][CH:28]=[CH:27][C:26]=1[CH:31]([CH3:36])[C:32]([O:34][CH3:35])=[O:33])#[CH:23]. The yield is 0.890.